Dataset: Full USPTO retrosynthesis dataset with 1.9M reactions from patents (1976-2016). Task: Predict the reactants needed to synthesize the given product. (1) Given the product [C:1]([CH:5]1[CH2:6][CH2:7][C:8]([O:11][S:29]([C:32]([F:35])([F:34])[F:33])(=[O:31])=[O:30])=[CH:9][CH2:10]1)([CH3:4])([CH3:2])[CH3:3], predict the reactants needed to synthesize it. The reactants are: [C:1]([CH:5]1[CH2:10][CH2:9][C:8](=[O:11])[CH2:7][CH2:6]1)([CH3:4])([CH3:3])[CH3:2].C[Si]([N-][Si](C)(C)C)(C)C.[Li+].C1C=CC(N([S:29]([C:32]([F:35])([F:34])[F:33])(=[O:31])=[O:30])[S:29]([C:32]([F:35])([F:34])[F:33])(=[O:31])=[O:30])=CC=1. (2) The reactants are: [C:1]([N:8]1[CH2:13][CH2:12][NH:11][CH2:10][CH2:9]1)([O:3][C:4]([CH3:7])([CH3:6])[CH3:5])=[O:2].[N:14]1[CH:19]=[CH:18][CH:17]=[C:16]([CH2:20][C:21](O)=[O:22])[CH:15]=1.C1C=CC2N(O)N=NC=2C=1.CCN=C=NCCCN(C)C. Given the product [C:1]([N:8]1[CH2:9][CH2:10][N:11]([C:21](=[O:22])[CH2:20][C:16]2[CH:15]=[N:14][CH:19]=[CH:18][CH:17]=2)[CH2:12][CH2:13]1)([O:3][C:4]([CH3:7])([CH3:6])[CH3:5])=[O:2], predict the reactants needed to synthesize it. (3) Given the product [Br:1][C:2]1[C:3]([CH3:11])=[C:4]([CH:8]=[CH:9][CH:10]=1)[C:5]#[N:7], predict the reactants needed to synthesize it. The reactants are: [Br:1][C:2]1[C:3]([CH3:11])=[C:4]([CH:8]=[CH:9][CH:10]=1)[C:5]([NH2:7])=O.N1C=CC=CC=1.FC(F)(F)C(OC(=O)C(F)(F)F)=O. (4) Given the product [Br:1][C:2]1[CH:7]=[C:6]([N:8]([CH2:18][C:19]2[CH:24]=[CH:23][C:22]([O:25][CH3:26])=[CH:21][CH:20]=2)[CH2:9][C:10]2[CH:15]=[CH:14][C:13]([O:16][CH3:17])=[CH:12][CH:11]=2)[C:5]2[N:27]=[CH:29][N:28]([CH3:30])[C:4]=2[CH:3]=1, predict the reactants needed to synthesize it. The reactants are: [Br:1][C:2]1[CH:3]=[C:4]([NH:28][CH3:29])[C:5]([NH2:27])=[C:6]([N:8]([CH2:18][C:19]2[CH:24]=[CH:23][C:22]([O:25][CH3:26])=[CH:21][CH:20]=2)[CH2:9][C:10]2[CH:15]=[CH:14][C:13]([O:16][CH3:17])=[CH:12][CH:11]=2)[CH:7]=1.[CH:30](OCC)(OCC)OCC.